This data is from Catalyst prediction with 721,799 reactions and 888 catalyst types from USPTO. The task is: Predict which catalyst facilitates the given reaction. (1) Reactant: Cl[C:2]1[C:7]([CH:8]([CH2:13][CH2:14][CH3:15])[C:9]([O:11][CH3:12])=[O:10])=[C:6]([CH3:16])[N:5]=[C:4]([C:17]2[CH:22]=[CH:21][CH:20]=[CH:19][CH:18]=2)[N:3]=1.C(N(CC)C(C)C)(C)C.[O:32]1[C:36]2[CH:37]=[CH:38][C:39](B3OC(C)(C)C(C)(C)O3)=[CH:40][C:35]=2[CH:34]=[CH:33]1. Product: [O:32]1[C:36]2[CH:37]=[CH:38][C:39]([C:2]3[C:7]([CH:8]([CH2:13][CH2:14][CH3:15])[C:9]([O:11][CH3:12])=[O:10])=[C:6]([CH3:16])[N:5]=[C:4]([C:17]4[CH:22]=[CH:21][CH:20]=[CH:19][CH:18]=4)[N:3]=3)=[CH:40][C:35]=2[CH:34]=[CH:33]1. The catalyst class is: 108. (2) Reactant: Cl[C:2]1[C:7]2[N:8]=[C:9]([NH:12][C:13]3[CH:18]=[CH:17][C:16]([C:19]4[CH:20]=[N:21][N:22]([CH3:24])[CH:23]=4)=[CH:15][C:14]=3[O:25][CH3:26])[N:10]=[CH:11][C:6]=2[CH:5]=[CH:4][N:3]=1.[CH3:27][C:28]([S:31]([NH2:33])=[O:32])([CH3:30])[CH3:29].C(=O)([O-])[O-].[Cs+].[Cs+].CC1(C)C2C(=C(P(C3C=CC=CC=3)C3C=CC=CC=3)C=CC=2)OC2C(P(C3C=CC=CC=3)C3C=CC=CC=3)=CC=CC1=2. Product: [CH3:26][O:25][C:14]1[CH:15]=[C:16]([C:19]2[CH:20]=[N:21][N:22]([CH3:24])[CH:23]=2)[CH:17]=[CH:18][C:13]=1[NH:12][C:9]1[N:10]=[CH:11][C:6]2[CH:5]=[CH:4][N:3]=[C:2]([NH:33][S:31]([C:28]([CH3:30])([CH3:29])[CH3:27])=[O:32])[C:7]=2[N:8]=1. The catalyst class is: 160. (3) Reactant: [NH:1]1[C:9]2[C:4](=[CH:5][CH:6]=[CH:7][CH:8]=2)[CH:3]=[C:2]1[C:10]1[C:18]2[C:13](=[N:14][CH:15]=[C:16]([C:19]3[CH:20]=[C:21]([NH:25][C:26](=[O:29])[CH:27]=[CH2:28])[CH:22]=[CH:23][CH:24]=3)[N:17]=2)[N:12](C(C2C=CC=CC=2)(C2C=CC=CC=2)C2C=CC=CC=2)[CH:11]=1.FC(F)(F)C(O)=O. Product: [NH:1]1[C:9]2[C:4](=[CH:5][CH:6]=[CH:7][CH:8]=2)[CH:3]=[C:2]1[C:10]1[C:18]2[C:13](=[N:14][CH:15]=[C:16]([C:19]3[CH:20]=[C:21]([NH:25][C:26](=[O:29])[CH:27]=[CH2:28])[CH:22]=[CH:23][CH:24]=3)[N:17]=2)[NH:12][CH:11]=1. The catalyst class is: 22. (4) The catalyst class is: 1. Reactant: [CH3:1][C:2]([C:4]1[CH:9]=[CH:8][C:7]([NH2:10])=[CH:6][CH:5]=1)=[O:3].[C:11](Cl)(=[O:20])[C:12]1[CH:17]=[CH:16][C:15]([O:18][CH3:19])=[CH:14][CH:13]=1.C(N(CC)CC)C. Product: [C:2]([C:4]1[CH:9]=[CH:8][C:7]([NH:10][C:11](=[O:20])[C:12]2[CH:17]=[CH:16][C:15]([O:18][CH3:19])=[CH:14][CH:13]=2)=[CH:6][CH:5]=1)(=[O:3])[CH3:1]. (5) Reactant: [CH3:1][O:2][C:3]1[CH:8]=[CH:7][CH:6]=[CH:5][C:4]=1[C:9](=[O:11])[CH3:10].Cl.[C:13]([O:16][CH2:17][CH3:18])(=[O:15])[CH3:14]. Product: [OH:11][C:9]([C:4]1[CH:5]=[CH:6][CH:7]=[CH:8][C:3]=1[O:2][CH3:1])([CH3:10])[CH2:14][C:13]([O:16][CH2:17][CH3:18])=[O:15]. The catalyst class is: 7.